Dataset: Catalyst prediction with 721,799 reactions and 888 catalyst types from USPTO. Task: Predict which catalyst facilitates the given reaction. (1) Reactant: Br[C:2]1[CH:7]=[CH:6][C:5]([CH2:8][C@@H:9]([NH:18][C:19]([C:21]2[N:22]=[N:23][NH:24][CH:25]=2)=[O:20])[CH2:10][C@:11]([CH2:16][OH:17])([CH3:15])[C:12]([OH:14])=[O:13])=[CH:4][CH:3]=1.[CH3:26][C:27]1[CH:28]=[C:29](B(O)O)[CH:30]=[CH:31][CH:32]=1.C(=O)([O-])[O-].[Na+].[Na+].O. Product: [OH:17][CH2:16][C@:11]([CH3:15])([CH2:10][C@H:9]([NH:18][C:19]([C:21]1[N:22]=[N:23][NH:24][CH:25]=1)=[O:20])[CH2:8][C:5]1[CH:6]=[CH:7][C:2]([C:31]2[CH:30]=[CH:29][CH:28]=[C:27]([CH3:26])[CH:32]=2)=[CH:3][CH:4]=1)[C:12]([OH:14])=[O:13]. The catalyst class is: 203. (2) Reactant: CN(C)S([N:6]1[CH:10]=[CH:9][N:8]=[C:7]1[CH:11]([CH2:18][C:19]1[CH:24]=[CH:23][C:22]([O:25][CH2:26][CH2:27][C:28]2[CH:33]=[CH:32][CH:31]=[C:30]([NH:34][CH3:35])[N:29]=2)=[CH:21][CH:20]=1)[CH2:12][C:13]([O:15]CC)=[O:14])(=O)=O.[OH-].[Na+]. Product: [NH:6]1[CH:10]=[CH:9][N:8]=[C:7]1[CH:11]([CH2:18][C:19]1[CH:24]=[CH:23][C:22]([O:25][CH2:26][CH2:27][C:28]2[CH:33]=[CH:32][CH:31]=[C:30]([NH:34][CH3:35])[N:29]=2)=[CH:21][CH:20]=1)[CH2:12][C:13]([OH:15])=[O:14]. The catalyst class is: 33.